From a dataset of TCR-epitope binding with 47,182 pairs between 192 epitopes and 23,139 TCRs. Binary Classification. Given a T-cell receptor sequence (or CDR3 region) and an epitope sequence, predict whether binding occurs between them. (1) The epitope is SLVKPSFYV. The TCR CDR3 sequence is CASSLLGDYNEQFF. Result: 1 (the TCR binds to the epitope). (2) The epitope is FIAGLIAIV. The TCR CDR3 sequence is CASSRGNTIYF. Result: 0 (the TCR does not bind to the epitope). (3) The epitope is RISNCVADY. The TCR CDR3 sequence is CASSYGQHSNQPQHF. Result: 1 (the TCR binds to the epitope). (4) The epitope is YEGNSPFHPL. The TCR CDR3 sequence is CASSLVAGPGTDTQYF. Result: 0 (the TCR does not bind to the epitope). (5) The epitope is LEPLVDLPI. The TCR CDR3 sequence is CSGLDSYEQYF. Result: 0 (the TCR does not bind to the epitope).